From a dataset of Reaction yield outcomes from USPTO patents with 853,638 reactions. Predict the reaction yield, written as a fraction of the theoretical maximum amount of product (1.0 means a 100% yield; for example, 0.34 means a 34% yield). (1) The reactants are O1CCCCC1[N:7]1[C:15]2[C:10](=[CH:11][C:12]([C:16]3[N:20]=[CH:19][N:18](C(C4C=CC=CC=4)(C4C=CC=CC=4)C4C=CC=CC=4)[N:17]=3)=[CH:13][CH:14]=2)[C:9]([C:40]2[CH:41]=[C:42]([CH:47]=[CH:48][CH:49]=2)[C:43](OC)=[O:44])=[N:8]1.[OH-].[Li+].ON1C2C=CC=CC=2N=N1.[CH:62]1([NH2:72])[C:71]2[C:66](=[CH:67][CH:68]=[CH:69][CH:70]=2)[CH2:65][CH2:64][CH2:63]1.Cl.C(N=C=NCCCN(C)C)C.Cl. The catalyst is O1CCCC1.O.O1CCOCC1. The product is [NH:18]1[CH:19]=[N:20][C:16]([C:12]2[CH:11]=[C:10]3[C:15](=[CH:14][CH:13]=2)[NH:7][N:8]=[C:9]3[C:40]2[CH:41]=[C:42]([C:43]([NH:72][C:62]3[C:71]4[CH2:70][CH2:69][CH2:68][CH2:67][C:66]=4[CH:65]=[CH:64][CH:63]=3)=[O:44])[CH:47]=[CH:48][CH:49]=2)=[N:17]1. The yield is 0.130. (2) The reactants are [N+:1]([C:4]1[O:8][C:7]([C:9]([N:11]2[CH2:16][CH2:15][NH:14][CH2:13][CH2:12]2)=[O:10])=[CH:6][CH:5]=1)([O-:3])=[O:2].[CH3:17][O:18][C:19]1[CH:26]=[C:25]([O:27][CH3:28])[CH:24]=[CH:23][C:20]=1[CH:21]=O.CC(O)=O. The catalyst is C1COCC1. The product is [CH3:17][O:18][C:19]1[CH:26]=[C:25]([O:27][CH3:28])[CH:24]=[CH:23][C:20]=1[CH2:21][N:14]1[CH2:15][CH2:16][N:11]([C:9]([C:7]2[O:8][C:4]([N+:1]([O-:3])=[O:2])=[CH:5][CH:6]=2)=[O:10])[CH2:12][CH2:13]1. The yield is 0.460. (3) The reactants are [F:1][C:2]1[CH:19]=[CH:18][C:17]([C:20]2[CH:25]=[CH:24][CH:23]=[C:22]([F:26])[CH:21]=2)=[CH:16][C:3]=1[C:4]([NH:6][C:7]1[C:12]([CH3:13])=[CH:11][CH:10]=[C:9]([OH:14])[C:8]=1[CH3:15])=O. The catalyst is C1COCC1. The product is [F:1][C:2]1[CH:19]=[CH:18][C:17]([C:20]2[CH:25]=[CH:24][CH:23]=[C:22]([F:26])[CH:21]=2)=[CH:16][C:3]=1[CH2:4][NH:6][C:7]1[C:8]([CH3:15])=[C:9]([OH:14])[CH:10]=[CH:11][C:12]=1[CH3:13]. The yield is 0.890. (4) The catalyst is CS(C)=O. The yield is 0.500. The reactants are Br[C:2]1[CH:3]=[CH:4][C:5]([N+:8]([O-:10])=[O:9])=[N:6][CH:7]=1.C([O-])([O-])=O.[K+].[K+].[C:17]([O:21][C:22]([N:24]1[CH2:29][CH2:28][NH:27][C@@H:26]([CH3:30])[CH2:25]1)=[O:23])([CH3:20])([CH3:19])[CH3:18].O. The product is [CH3:30][C@@H:26]1[N:27]([C:2]2[CH:7]=[N:6][C:5]([N+:8]([O-:10])=[O:9])=[CH:4][CH:3]=2)[CH2:28][CH2:29][N:24]([C:22]([O:21][C:17]([CH3:18])([CH3:20])[CH3:19])=[O:23])[CH2:25]1. (5) The reactants are [Cl:1][C:2]1[CH:3]=[CH:4][CH:5]=[C:6]2[C:10]=1[N:9]([CH3:11])[CH:8]=[C:7]2[CH2:12][N:13]([CH3:30])[C:14](=[O:29])/[CH:15]=[CH:16]/[C:17]1[CH:18]=[N:19][C:20]([NH:23][CH2:24][C:25]([O:27]C)=[O:26])=[CH:21][CH:22]=1.COC(CNC1N=CC(/C=C/C(N(C)CC2C3C(=CC=CC=3)NC=2C)=O)=CC=1)=O. No catalyst specified. The product is [C:25]([CH2:24][NH:23][C:20]1[N:19]=[CH:18][C:17](/[CH:16]=[CH:15]/[C:14]([N:13]([CH2:12][C:7]2[C:6]3[C:10](=[C:2]([Cl:1])[CH:3]=[CH:4][CH:5]=3)[N:9]([CH3:11])[CH:8]=2)[CH3:30])=[O:29])=[CH:22][CH:21]=1)([OH:27])=[O:26]. The yield is 1.00. (6) The reactants are [C:1]1([N:7]2[CH:15]=[C:14]3[C:9]([N:10]([CH2:18][CH2:19][CH3:20])[C:11](=[O:17])[NH:12][C:13]3=O)=[N:8]2)[CH:6]=[CH:5][CH:4]=[CH:3][CH:2]=1.P(Cl)(Cl)([Cl:23])=O. The catalyst is C(N(CC)C(C)C)(C)C. The product is [Cl:23][C:13]1[C:14]2[C:9](=[N:8][N:7]([C:1]3[CH:6]=[CH:5][CH:4]=[CH:3][CH:2]=3)[CH:15]=2)[N:10]([CH2:18][CH2:19][CH3:20])[C:11](=[O:17])[N:12]=1. The yield is 0.310. (7) The reactants are [Br:1][C:2]1[N:3](COC)[CH:4]=[C:5]([N+:7]([O-:9])=[O:8])[N:6]=1.Cl. The catalyst is CO. The product is [Br:1][C:2]1[NH:3][CH:4]=[C:5]([N+:7]([O-:9])=[O:8])[N:6]=1. The yield is 0.660. (8) The reactants are C1CCN2C(=NCCC2)CC1.[F:12][C:13]1[CH:14]=[C:15]([C:20]([N:22]2[CH2:35][C:34]([CH3:37])([CH3:36])[C:33]3[C:32]4[CH:31]=[CH:30][CH:29]=[CH:28][C:27]=4[NH:26][C:25]=3[CH:24]([C:38]([NH:40][CH2:41][CH2:42][C:43]([O:45][C:46]([CH3:49])([CH3:48])[CH3:47])=[O:44])=[O:39])[CH2:23]2)=[O:21])[CH:16]=[CH:17][C:18]=1[F:19].ClC(Cl)(Cl)Br. The product is [F:12][C:13]1[CH:14]=[C:15]([C:20]([N:22]2[CH2:35][C:34]([CH3:36])([CH3:37])[C:33]3[C:32]4[CH:31]=[CH:30][CH:29]=[CH:28][C:27]=4[NH:26][C:25]=3[C:24]([C:38]([NH:40][CH2:41][CH2:42][C:43]([O:45][C:46]([CH3:49])([CH3:48])[CH3:47])=[O:44])=[O:39])=[CH:23]2)=[O:21])[CH:16]=[CH:17][C:18]=1[F:19]. The catalyst is C1COCC1. The yield is 0.550. (9) The reactants are [Cl:1][C:2]1[N:3]=[CH:4][C:5]2[C:9](Cl)([N:10]=1)[N:8]=[CH:7][N:6]=2.[CH3:12][C:13]1[NH:17][N:16]=[C:15]([NH2:18])[CH:14]=1. The catalyst is C(O)C. The product is [Cl:1][C:2]1[N:3]=[CH:4][C:5]2[C:9]([NH:18][C:15]3[CH:14]=[C:13]([CH3:12])[NH:17][N:16]=3)([N:10]=1)[N:8]=[CH:7][N:6]=2. The yield is 0.580. (10) The reactants are [NH:1]1[CH2:5][CH2:4][CH2:3][CH2:2]1.[Br:6][CH2:7][C:8]1[CH:16]=[CH:15][C:11]([C:12](Cl)=[O:13])=[CH:10][CH:9]=1.CCN(C(C)C)C(C)C.Cl. The catalyst is C(OCC)(=O)C. The product is [Br:6][CH2:7][C:8]1[CH:16]=[CH:15][C:11]([C:12]([N:1]2[CH2:5][CH2:4][CH2:3][CH2:2]2)=[O:13])=[CH:10][CH:9]=1. The yield is 0.620.